This data is from Full USPTO retrosynthesis dataset with 1.9M reactions from patents (1976-2016). The task is: Predict the reactants needed to synthesize the given product. (1) Given the product [F:22][C:23]([F:36])([F:35])[S:24]([O:1][C:2]1[CH2:7][CH2:6][CH:5]([CH2:8][C:9]([O:11][CH3:12])=[O:10])[CH2:4][CH:3]=1)(=[O:26])=[O:25], predict the reactants needed to synthesize it. The reactants are: [O:1]=[C:2]1[CH2:7][CH2:6][CH:5]([CH2:8][C:9]([O:11][CH3:12])=[O:10])[CH2:4][CH2:3]1.CCN(C(C)C)C(C)C.[F:22][C:23]([F:36])([F:35])[S:24](O[S:24]([C:23]([F:36])([F:35])[F:22])(=[O:26])=[O:25])(=[O:26])=[O:25]. (2) Given the product [CH3:24][C:25]([CH3:31])([CH3:30])[CH2:26][C:27]([N:7]1[CH2:12][CH2:11][CH:10]([C:13]2[O:17][N:16]=[C:15]([C:18]3[CH:23]=[CH:22][N:21]=[CH:20][CH:19]=3)[N:14]=2)[CH2:9][CH2:8]1)=[O:28], predict the reactants needed to synthesize it. The reactants are: N1C=CC=CC=1.[NH:7]1[CH2:12][CH2:11][CH:10]([C:13]2[O:17][N:16]=[C:15]([C:18]3[CH:23]=[CH:22][N:21]=[CH:20][CH:19]=3)[N:14]=2)[CH2:9][CH2:8]1.[CH3:24][C:25]([CH3:31])([CH3:30])[CH2:26][C:27](Cl)=[O:28]. (3) Given the product [NH2:2][C:3]1[C:7]([C:8]([NH2:9])=[O:10])=[N:6][N:5]([C:11]2[CH:16]=[CH:15][CH:14]=[C:13]([Cl:17])[C:12]=2[F:18])[CH:4]=1, predict the reactants needed to synthesize it. The reactants are: [K+].[NH2:2][C:3]1[C:7]([C:8](=[O:10])[NH2:9])=[N:6][N:5]([C:11]2[CH:16]=[CH:15][CH:14]=[C:13]([Cl:17])[C:12]=2[F:18])[C:4]=1C([O-])=O. (4) Given the product [CH3:22][N:23]([CH3:27])[CH2:24][CH2:25][NH:26][C:3]([C:5]1[S:21][C:8]2=[CH:9][N:10]=[CH:11][C:12]([O:13][C:14]3[CH:15]=[CH:16][C:17]([I:20])=[CH:18][CH:19]=3)=[C:7]2[CH:6]=1)=[O:4], predict the reactants needed to synthesize it. The reactants are: CO[C:3]([C:5]1[S:21][C:8]2=[CH:9][N:10]=[CH:11][C:12]([O:13][C:14]3[CH:19]=[CH:18][C:17]([I:20])=[CH:16][CH:15]=3)=[C:7]2[CH:6]=1)=[O:4].[CH3:22][N:23]([CH3:27])[CH2:24][CH2:25][NH2:26].C(#N)C.